From a dataset of Reaction yield outcomes from USPTO patents with 853,638 reactions. Predict the reaction yield, written as a fraction of the theoretical maximum amount of product (1.0 means a 100% yield; for example, 0.34 means a 34% yield). (1) The reactants are [Cl:1][C:2]1[CH:7]=[C:6]([Cl:8])[CH:5]=[CH:4][C:3]=1[CH2:9][CH2:10][N:11]1[C:20](=[O:21])[C:19]2[C:14](=[CH:15][C:16]([N+:22]([O-:24])=[O:23])=[CH:17][CH:18]=2)[NH:13][C:12]1=O.P(Cl)(Cl)(Cl)(Cl)[Cl:27]. The catalyst is O=P(Cl)(Cl)Cl. The product is [Cl:27][C:12]1[N:11]([CH2:10][CH2:9][C:3]2[CH:4]=[CH:5][C:6]([Cl:8])=[CH:7][C:2]=2[Cl:1])[C:20](=[O:21])[C:19]2[C:14](=[CH:15][C:16]([N+:22]([O-:24])=[O:23])=[CH:17][CH:18]=2)[N:13]=1. The yield is 0.460. (2) The reactants are Br[CH2:2][CH2:3][C:4]1[C:12]2[C:7](=[CH:8][C:9]([Cl:14])=[C:10]([CH3:13])[CH:11]=2)[NH:6][C:5]=1[Si:15]([CH2:20][CH3:21])([CH2:18][CH3:19])[CH2:16][CH3:17].[N-:22]=[N+:23]=[N-:24].[Na+]. The catalyst is CN(C=O)C. The product is [N:22]([CH2:2][CH2:3][C:4]1[C:12]2[C:7](=[CH:8][C:9]([Cl:14])=[C:10]([CH3:13])[CH:11]=2)[NH:6][C:5]=1[Si:15]([CH2:20][CH3:21])([CH2:18][CH3:19])[CH2:16][CH3:17])=[N+:23]=[N-:24]. The yield is 1.00. (3) The reactants are [NH:1]1[C:9]2[C:4](=[CH:5][C:6]([C:10]3[C:14]4[C:15]([NH2:19])=[N:16][CH:17]=[CH:18][C:13]=4[O:12][CH:11]=3)=[CH:7][CH:8]=2)[CH2:3][CH2:2]1.[F:20][C:21]1[CH:22]=[C:23]([CH2:28][C:29](O)=[O:30])[CH:24]=[C:25]([CH3:27])[CH:26]=1.CN(C(ON1N=NC2C=CC=NC1=2)=[N+](C)C)C.F[P-](F)(F)(F)(F)F.CCN(C(C)C)C(C)C. The catalyst is CN(C)C=O.O. The product is [F:20][C:21]1[CH:22]=[C:23]([CH2:28][C:29]([N:1]2[C:9]3[C:4](=[CH:5][C:6]([C:10]4[C:14]5[C:15]([NH2:19])=[N:16][CH:17]=[CH:18][C:13]=5[O:12][CH:11]=4)=[CH:7][CH:8]=3)[CH2:3][CH2:2]2)=[O:30])[CH:24]=[C:25]([CH3:27])[CH:26]=1. The yield is 0.880. (4) The reactants are [CH3:1][O:2][C:3](=[CH:7][C:8]1[CH:13]=[CH:12][C:11]([N+:14]([O-])=O)=[CH:10][CH:9]=1)[C:4]([OH:6])=[O:5].C1COCC1. The catalyst is CO.[Pd]. The product is [CH3:1][O:2][CH:3]([CH2:7][C:8]1[CH:9]=[CH:10][C:11]([NH2:14])=[CH:12][CH:13]=1)[C:4]([OH:6])=[O:5]. The yield is 0.880. (5) The reactants are C([O:3][C:4](=[O:17])[CH2:5][CH:6]1[O:10][B:9]([OH:11])[C:8]2[CH:12]=[C:13]([OH:16])[CH:14]=[CH:15][C:7]1=2)C.[OH-].[Li+]. The catalyst is CO.O. The product is [OH:11][B:9]1[C:8]2[CH:12]=[C:13]([OH:16])[CH:14]=[CH:15][C:7]=2[CH:6]([CH2:5][C:4]([OH:17])=[O:3])[O:10]1. The yield is 0.340. (6) The reactants are [Br:1]Br.[Cl:3][C:4]1[CH:5]=[C:6]2[CH:12]=[CH:11][NH:10][C:7]2=[N:8][CH:9]=1.O. The catalyst is C(Cl)(Cl)Cl. The product is [Br:1][C:12]1[C:6]2[C:7](=[N:8][CH:9]=[C:4]([Cl:3])[CH:5]=2)[NH:10][CH:11]=1. The yield is 0.690.